This data is from Full USPTO retrosynthesis dataset with 1.9M reactions from patents (1976-2016). The task is: Predict the reactants needed to synthesize the given product. (1) Given the product [O:27]=[C:11]1[CH2:12][CH2:13][CH2:14][C@H:15](/[CH:16]=[CH:17]/[C:18](=[O:26])[CH2:19][C:20]2[CH:25]=[CH:24][CH:23]=[CH:22][CH:21]=2)[N:10]1[CH2:9][CH2:8][CH2:7][CH2:6][O:5][CH2:4][C:3]([OH:28])=[O:2], predict the reactants needed to synthesize it. The reactants are: C[O:2][C:3](=[O:28])[CH2:4][O:5][CH2:6][CH2:7][CH2:8][CH2:9][N:10]1[C@@H:15](/[CH:16]=[CH:17]/[C:18](=[O:26])[CH2:19][C:20]2[CH:25]=[CH:24][CH:23]=[CH:22][CH:21]=2)[CH2:14][CH2:13][CH2:12][C:11]1=[O:27]. (2) Given the product [CH2:24]([C:8]1[C:7]([C:38]2[CH:39]=[CH:40][CH:41]=[C:36]([O:35][C:34]([F:33])([F:45])[F:46])[CH:37]=2)=[CH:16][CH:15]=[C:14]2[C:9]=1[C:10](=[O:23])[N:11]([CH2:19][CH2:20][CH2:21][OH:22])[C:12](=[O:18])[N:13]2[CH3:17])[C:25]1[CH:26]=[CH:27][CH:28]=[CH:29][CH:30]=1, predict the reactants needed to synthesize it. The reactants are: FC(F)(F)S(O[C:7]1[C:8]([CH2:24][C:25]2[CH:30]=[CH:29][CH:28]=[CH:27][CH:26]=2)=[C:9]2[C:14](=[CH:15][CH:16]=1)[N:13]([CH3:17])[C:12](=[O:18])[N:11]([CH2:19][CH2:20][CH2:21][OH:22])[C:10]2=[O:23])(=O)=O.[F:33][C:34]([F:46])([F:45])[O:35][C:36]1[CH:37]=[C:38](B(O)O)[CH:39]=[CH:40][CH:41]=1.C([O-])([O-])=O.[K+].[K+]. (3) Given the product [OH:31][CH2:30][CH2:29][N:27]1[CH:28]=[C:24]([NH:23][C:2]2[CH:7]=[C:6]([NH:8][C:9]3[CH:18]=[CH:17][CH:16]=[CH:15][C:10]=3[C:11]([NH:13][CH3:14])=[O:12])[C:5]([C:19]([F:22])([F:21])[F:20])=[CH:4][N:3]=2)[C:25]([CH3:32])=[N:26]1, predict the reactants needed to synthesize it. The reactants are: Cl[C:2]1[CH:7]=[C:6]([NH:8][C:9]2[CH:18]=[CH:17][CH:16]=[CH:15][C:10]=2[C:11]([NH:13][CH3:14])=[O:12])[C:5]([C:19]([F:22])([F:21])[F:20])=[CH:4][N:3]=1.[NH2:23][C:24]1[C:25]([CH3:32])=[N:26][N:27]([CH2:29][CH2:30][OH:31])[CH:28]=1. (4) Given the product [ClH:50].[CH3:35][NH:22][C:18]1[CH:17]=[C:16]([N:4]2[C:5]3[CH:6]=[CH:7][C:8]4[CH2:15][CH2:14][CH2:13][CH2:12][C:9]=4[C:10]=3[NH:11][C:2](=[O:1])[C:3]2=[O:36])[CH:21]=[CH:20][CH:19]=1, predict the reactants needed to synthesize it. The reactants are: [O:1]=[C:2]1[NH:11][C:10]2[C:9]3[CH2:12][CH2:13][CH2:14][CH2:15][C:8]=3[CH:7]=[CH:6][C:5]=2[N:4]([C:16]2[CH:17]=[C:18]([N:22]([CH3:35])S(C3C=CC=CC=3[N+]([O-])=O)(=O)=O)[CH:19]=[CH:20][CH:21]=2)[C:3]1=[O:36].C1(S)C=CC=CC=1.C(=O)([O-])[O-].[K+].[K+].[ClH:50].CO. (5) Given the product [Cl:1][CH2:2][C:3]1([C:5]2[CH:10]=[C:9]([CH3:11])[CH:8]=[CH:7][C:6]=2[CH3:12])[O:16][CH2:15][CH2:14][CH2:13][O:4]1, predict the reactants needed to synthesize it. The reactants are: [Cl:1][CH2:2][C:3]([C:5]1[CH:10]=[C:9]([CH3:11])[CH:8]=[CH:7][C:6]=1[CH3:12])=[O:4].[CH2:13](O)[CH2:14][CH2:15][OH:16]. (6) Given the product [Cl:1][C:2]1[CH:3]=[CH:4][C:5]([CH2:6][N:7]2[C:12](=[N:30][C:29]3[CH:31]=[CH:32][C:33]([O:34][CH:35]([CH3:36])[CH3:37])=[C:27]([F:26])[CH:28]=3)[NH:11][C:10](=[O:16])[N:9]([CH2:17][CH2:18][S:19](=[O:21])(=[O:22])[NH2:20])[C:8]2=[O:23])=[CH:24][CH:25]=1, predict the reactants needed to synthesize it. The reactants are: [Cl:1][C:2]1[CH:25]=[CH:24][C:5]([CH2:6][N:7]2[C:12](SCC)=[N:11][C:10](=[O:16])[N:9]([CH2:17][CH2:18][S:19](=[O:22])(=[O:21])[NH2:20])[C:8]2=[O:23])=[CH:4][CH:3]=1.[F:26][C:27]1[CH:28]=[C:29]([CH:31]=[CH:32][C:33]=1[O:34][CH:35]([CH3:37])[CH3:36])[NH2:30].C(O)(C)(C)C.